From a dataset of NCI-60 drug combinations with 297,098 pairs across 59 cell lines. Regression. Given two drug SMILES strings and cell line genomic features, predict the synergy score measuring deviation from expected non-interaction effect. Cell line: SF-539. Drug 2: COCCOC1=C(C=C2C(=C1)C(=NC=N2)NC3=CC=CC(=C3)C#C)OCCOC.Cl. Drug 1: C1=CC(=CC=C1CC(C(=O)O)N)N(CCCl)CCCl.Cl. Synergy scores: CSS=24.4, Synergy_ZIP=-5.39, Synergy_Bliss=0.830, Synergy_Loewe=-1.50, Synergy_HSA=-0.717.